This data is from Forward reaction prediction with 1.9M reactions from USPTO patents (1976-2016). The task is: Predict the product of the given reaction. Given the reactants C1(P(C2C=CC=CC=2)C2C=CC3C(=CC=CC=3)C=2C2C3C(=CC=CC=3)C=CC=2P(C2C=CC=CC=2)C2C=CC=CC=2)C=CC=CC=1.CC(C)([O-])C.[Na+].[CH3:53][N:54]([CH3:58])[CH2:55][CH2:56][NH2:57].Br[C:60]1[CH:65]=[CH:64][CH:63]=[CH:62][C:61]=1[F:66], predict the reaction product. The product is: [CH3:53][N:54]([CH2:55][CH2:56][NH:57][C:60]1[CH:65]=[CH:64][CH:63]=[CH:62][C:61]=1[F:66])[CH3:58].